The task is: Predict the reactants needed to synthesize the given product.. This data is from Full USPTO retrosynthesis dataset with 1.9M reactions from patents (1976-2016). (1) Given the product [O:39]1[C:38]2[CH:37]=[CH:36][C:33]([CH2:34][N:19]3[C:14]4[C:15](=[O:18])[N:16]([CH3:17])[C:11]([CH:6]([O:5][C:1]([CH3:2])([CH3:4])[CH3:3])[C:7]([OH:9])=[O:8])=[C:12]([C:22]5[CH:27]=[CH:26][C:25]([CH3:28])=[CH:24][CH:23]=5)[C:13]=4[CH:21]=[CH:20]3)=[CH:32][C:31]=2[O:30][CH2:29]1, predict the reactants needed to synthesize it. The reactants are: [C:1]([O:5][CH:6]([C:11]1[N:16]([CH3:17])[C:15](=[O:18])[C:14]2[NH:19][CH:20]=[CH:21][C:13]=2[C:12]=1[C:22]1[CH:27]=[CH:26][C:25]([CH3:28])=[CH:24][CH:23]=1)[C:7]([O:9]C)=[O:8])([CH3:4])([CH3:3])[CH3:2].[CH2:29]1[O:39][C:38]2[CH:37]=[CH:36][C:33]([CH2:34]Cl)=[CH:32][C:31]=2[O:30]1. (2) Given the product [CH3:1][C:2]1[CH:3]=[C:4]([CH2:9][CH2:10][C:11]([NH:57][CH2:56][CH2:55][CH2:54][C:53]2[N:49]([CH2:47][CH3:48])[N:50]=[C:51]([CH3:58])[CH:52]=2)=[O:13])[CH:5]=[CH:6][C:7]=1[CH3:8], predict the reactants needed to synthesize it. The reactants are: [CH3:1][C:2]1[CH:3]=[C:4]([CH2:9][CH2:10][C:11]([OH:13])=O)[CH:5]=[CH:6][C:7]=1[CH3:8].C1CN([P+](ON2N=NC3C=CC=CC2=3)(N2CCCC2)N2CCCC2)CC1.F[P-](F)(F)(F)(F)F.[CH2:47]([N:49]1[C:53]([CH2:54][CH2:55][CH2:56][NH2:57])=[CH:52][C:51]([CH3:58])=[N:50]1)[CH3:48].C(N(C(C)C)C(C)C)C.